From a dataset of Full USPTO retrosynthesis dataset with 1.9M reactions from patents (1976-2016). Predict the reactants needed to synthesize the given product. (1) Given the product [NH3:6].[CH:18]([N:15]1[CH2:16][CH2:17][N:12]([C:10]([C:7]2[CH:8]=[CH:9][C:4]([CH2:3][N:30]3[CH2:31][CH2:26][CH2:27][CH2:28][CH2:29]3)=[CH:5][N:6]=2)=[O:11])[CH2:13][CH2:14]1)([CH3:20])[CH3:19], predict the reactants needed to synthesize it. The reactants are: CO[C:3](=O)[C:4]1[CH:9]=[CH:8][C:7]([C:10]([N:12]2[CH2:17][CH2:16][N:15]([CH:18]([CH3:20])[CH3:19])[CH2:14][CH2:13]2)=[O:11])=[N:6][CH:5]=1.COC([C:26]1[CH:27]=[CH:28][C:29](C(O)=O)=[N:30][CH:31]=1)=O.Cl.Cl.C(N1CCNCC1)(C)C.O.ON1C2C=CC=CC=2N=N1.Cl.CN(C)CCCN=C=NCC.CN1CCOCC1. (2) Given the product [O:20]1[CH2:21][CH2:22][O:23][CH:19]1[CH2:18][CH2:17][N:10]1[C:11]2[C:6](=[CH:5][C:4]([F:3])=[C:13]([F:14])[CH:12]=2)[N:7]=[CH:8][C:9]1=[O:15], predict the reactants needed to synthesize it. The reactants are: [H-].[Li+].[F:3][C:4]1[CH:5]=[C:6]2[C:11](=[CH:12][C:13]=1[F:14])[NH:10][C:9](=[O:15])[CH:8]=[N:7]2.Br[CH2:17][CH2:18][CH:19]1[O:23][CH2:22][CH2:21][O:20]1.O. (3) The reactants are: [F:1][C:2]1[CH:26]=[CH:25][C:5]([CH2:6][CH:7]2[CH2:12][CH2:11][N:10]([C:13](=[O:24])[CH2:14][NH:15][C:16]3[CH:21]=[CH:20][C:19]([O:22]C)=[CH:18][CH:17]=3)[CH2:9][CH2:8]2)=[CH:4][CH:3]=1.B(Br)(Br)Br. Given the product [F:1][C:2]1[CH:3]=[CH:4][C:5]([CH2:6][CH:7]2[CH2:12][CH2:11][N:10]([C:13](=[O:24])[CH2:14][NH:15][C:16]3[CH:17]=[CH:18][C:19]([OH:22])=[CH:20][CH:21]=3)[CH2:9][CH2:8]2)=[CH:25][CH:26]=1, predict the reactants needed to synthesize it. (4) The reactants are: [H-].C([Al+]CC(C)C)C(C)C.[Cl:11][C:12]1[C:17]([O:18][CH2:19][CH3:20])=[C:16]([C:21](OC)=[O:22])[CH:15]=[C:14]([CH:25]2[CH2:27][CH2:26]2)[C:13]=1[C:28]1[CH:33]=[CH:32][C:31]([F:34])=[CH:30][CH:29]=1.O.O.O.O.O.O.O.O.O.O.S([O-])([O-])(=O)=O.[Na+].[Na+]. Given the product [Cl:11][C:12]1[C:17]([O:18][CH2:19][CH3:20])=[C:16]([CH:21]=[O:22])[CH:15]=[C:14]([CH:25]2[CH2:27][CH2:26]2)[C:13]=1[C:28]1[CH:29]=[CH:30][C:31]([F:34])=[CH:32][CH:33]=1, predict the reactants needed to synthesize it. (5) Given the product [CH2:1]([C:4]1[S:18][C:7]2[O:8][C:9]3[CH:17]=[CH:16][CH:15]=[CH:14][C:10]=3[NH:11][C:12](=[O:13])[C:6]=2[CH:5]=1)[CH3:2], predict the reactants needed to synthesize it. The reactants are: [C:1]([C:4]1[S:18][C:7]2[O:8][C:9]3[CH:17]=[CH:16][CH:15]=[CH:14][C:10]=3[NH:11][C:12](=[O:13])[C:6]=2[CH:5]=1)(=O)[CH3:2].C([SiH](CC)CC)C. (6) Given the product [NH2:8][CH:5]1[CH2:6][CH2:7][CH:3]([OH:2])[C:4]1([CH3:11])[CH3:10], predict the reactants needed to synthesize it. The reactants are: [Na].[OH:2][CH:3]1[CH2:7][CH2:6][C:5](=[N:8]O)[C:4]1([CH3:11])[CH3:10]. (7) The reactants are: [F:1][C:2]1[CH:3]=[C:4]([C:8]2[CH:16]=[CH:15][C:11]([C:12]([NH2:14])=[O:13])=[CH:10][N:9]=2)[CH:5]=[CH:6][CH:7]=1.[N:17]1[CH:22]=[CH:21][CH:20]=[C:19]([N:23]2[CH2:28][CH2:27][CH:26](N)[CH2:25][CH2:24]2)[N:18]=1. Given the product [F:1][C:2]1[CH:3]=[C:4]([C:8]2[CH:16]=[CH:15][C:11]([C:12]([NH:14][CH:26]3[CH2:25][CH2:24][N:23]([C:19]4[N:18]=[N:17][CH:22]=[CH:21][CH:20]=4)[CH2:28][CH2:27]3)=[O:13])=[CH:10][N:9]=2)[CH:5]=[CH:6][CH:7]=1, predict the reactants needed to synthesize it. (8) Given the product [ClH:1].[ClH:1].[CH3:8][NH:9][C:17]1([CH2:20][CH2:21][C:22]2[CH:23]=[N:24][CH:25]=[CH:26][CH:27]=2)[CH2:19][CH2:18]1, predict the reactants needed to synthesize it. The reactants are: [ClH:1].Cl.C1(N)CC1.Cl.[CH3:8][N:9]([C:17]1([CH2:20][CH2:21][C:22]2[CH:23]=[N:24][CH:25]=[CH:26][CH:27]=2)[CH2:19][CH2:18]1)C(=O)OC(C)(C)C.CCOCC. (9) Given the product [Br:1][C:2]1[CH:7]=[CH:6][C:5]([N:24]2[CH:25]=[CH:26][C:22]([NH:21][C:19](=[O:20])[CH2:18][C:15]3[CH:16]=[CH:17][C:12]([F:11])=[CH:13][CH:14]=3)=[C:23]2[C:27]([O:29][CH2:30][CH3:31])=[O:28])=[CH:4][CH:3]=1, predict the reactants needed to synthesize it. The reactants are: [Br:1][C:2]1[CH:7]=[CH:6][C:5](B(O)O)=[CH:4][CH:3]=1.[F:11][C:12]1[CH:17]=[CH:16][C:15]([CH2:18][C:19]([NH:21][C:22]2[CH:26]=[CH:25][NH:24][C:23]=2[C:27]([O:29][CH2:30][CH3:31])=[O:28])=[O:20])=[CH:14][CH:13]=1.N1C=CC=CC=1. (10) Given the product [Br:24][CH2:17][C:15]([C:11]1[C:12]([O:13][CH3:14])=[C:6]2[O:5][C:4]([CH:1]3[CH2:3][CH2:2]3)=[N:8][C:7]2=[C:9]([C:21]#[N:22])[C:10]=1[CH3:20])=[O:16], predict the reactants needed to synthesize it. The reactants are: [CH:1]1([C:4]2[O:5][C:6]3[C:7](=[C:9]([C:21]#[N:22])[C:10]([CH3:20])=[C:11]([C:15]([O:17]CC)=[CH2:16])[C:12]=3[O:13][CH3:14])[N:8]=2)[CH2:3][CH2:2]1.O.[Br:24]N1C(=O)CCC1=O.